Dataset: Reaction yield outcomes from USPTO patents with 853,638 reactions. Task: Predict the reaction yield, written as a fraction of the theoretical maximum amount of product (1.0 means a 100% yield; for example, 0.34 means a 34% yield). (1) The reactants are [C:1]([C:5]1[CH:40]=[CH:39][C:8]([CH2:9][N:10]([CH2:31][C:32]2[CH:37]=[CH:36][C:35]([Cl:38])=[CH:34][CH:33]=2)[C:11](=[O:30])[CH2:12][O:13][C:14]2[CH:19]=[CH:18][C:17]([CH2:20][C@H:21]([O:27][CH2:28][CH3:29])[C:22]([O:24]CC)=[O:23])=[CH:16][CH:15]=2)=[CH:7][CH:6]=1)([CH3:4])([CH3:3])[CH3:2].[Li+].[OH-].Cl. The catalyst is C(#N)C. The product is [C:1]([C:5]1[CH:6]=[CH:7][C:8]([CH2:9][N:10]([CH2:31][C:32]2[CH:37]=[CH:36][C:35]([Cl:38])=[CH:34][CH:33]=2)[C:11](=[O:30])[CH2:12][O:13][C:14]2[CH:19]=[CH:18][C:17]([CH2:20][C@H:21]([O:27][CH2:28][CH3:29])[C:22]([OH:24])=[O:23])=[CH:16][CH:15]=2)=[CH:39][CH:40]=1)([CH3:2])([CH3:3])[CH3:4]. The yield is 0.990. (2) The reactants are [CH3:1][C:2]1([CH3:32])[CH2:11][C:10]2[C:5](=[CH:6][CH:7]=[C:8]([C:12]([O:14]C)=[O:13])[CH:9]=2)[NH:4][CH:3]1[C:16]1[CH:21]=[CH:20][CH:19]=[C:18]([NH:22][C:23](=[O:31])[CH2:24][C:25]2[CH:30]=[CH:29][CH:28]=[CH:27][CH:26]=2)[CH:17]=1.[OH-].[Na+]. The catalyst is CO.O. The product is [CH3:1][C:2]1([CH3:32])[CH2:11][C:10]2[C:5](=[CH:6][CH:7]=[C:8]([C:12]([OH:14])=[O:13])[CH:9]=2)[NH:4][CH:3]1[C:16]1[CH:21]=[CH:20][CH:19]=[C:18]([NH:22][C:23](=[O:31])[CH2:24][C:25]2[CH:26]=[CH:27][CH:28]=[CH:29][CH:30]=2)[CH:17]=1. The yield is 0.522. (3) The reactants are [F:1][CH:2]([F:11])[C@@H:3]1[CH2:6][CH2:5][C@H:4]1[C:7]([O:9]C)=[O:8].[OH-].[Na+]. The catalyst is C1COCC1.CO.O. The product is [F:1][CH:2]([F:11])[C@@H:3]1[CH2:6][CH2:5][C@H:4]1[C:7]([OH:9])=[O:8]. The yield is 0.656. (4) The reactants are [N:1]([CH2:4][CH2:5][C:6]1[CH:11]=[CH:10][CH:9]=[CH:8][CH:7]=1)=[C:2]=[O:3].[NH2:12][CH2:13][CH2:14][CH2:15][CH2:16][C:17]([CH3:21])([CH3:20])[CH2:18][OH:19]. The catalyst is C(Cl)Cl. The product is [OH:19][CH2:18][C:17]([CH3:21])([CH3:20])[CH2:16][CH2:15][CH2:14][CH2:13][NH:12][C:2]([NH:1][CH2:4][CH2:5][C:6]1[CH:11]=[CH:10][CH:9]=[CH:8][CH:7]=1)=[O:3]. The yield is 1.23. (5) The reactants are [Cl-].O[NH3+:3].[C:4](=[O:7])([O-])[OH:5].[Na+].CS(C)=O.[CH3:13][N:14]1[C:19](=[O:20])[C:18]([CH2:21][C:22]2[CH:27]=[CH:26][C:25]([C:28]3[C:29]([C:34]#[N:35])=[CH:30][CH:31]=[CH:32][CH:33]=3)=[CH:24][CH:23]=2)=[C:17]([CH2:36][CH2:37][CH3:38])[N:16]2[N:39]=[CH:40][N:41]=[C:15]12. The catalyst is C(OCC)(=O)C. The product is [CH3:13][N:14]1[C:19](=[O:20])[C:18]([CH2:21][C:22]2[CH:23]=[CH:24][C:25]([C:28]3[CH:33]=[CH:32][CH:31]=[CH:30][C:29]=3[C:34]3[NH:3][C:4](=[O:7])[O:5][N:35]=3)=[CH:26][CH:27]=2)=[C:17]([CH2:36][CH2:37][CH3:38])[N:16]2[N:39]=[CH:40][N:41]=[C:15]12. The yield is 0.380. (6) The reactants are [C:1]([O:5][C:6](=[O:13])[NH:7][C@H:8]1[CH2:11][C@H:10]([NH2:12])[CH2:9]1)([CH3:4])([CH3:3])[CH3:2].Cl[C:15]1[C:20]([N+:21]([O-:23])=[O:22])=[CH:19][CH:18]=[CH:17][N:16]=1.C(=O)([O-])[O-].[K+].[K+]. The catalyst is CS(C)=O. The product is [C:1]([O:5][C:6](=[O:13])[NH:7][C@H:8]1[CH2:11][C@H:10]([NH:12][C:15]2[C:20]([N+:21]([O-:23])=[O:22])=[CH:19][CH:18]=[CH:17][N:16]=2)[CH2:9]1)([CH3:4])([CH3:2])[CH3:3]. The yield is 0.635. (7) The reactants are Cl[C:2]1[CH:7]=[C:6]([O:8][C:9]2[C:10]([CH3:18])=[N:11][C:12]([N+:15]([O-:17])=[O:16])=[CH:13][CH:14]=2)[CH:5]=[CH:4][N:3]=1.[C:19]([NH2:22])(=[O:21])[CH3:20].C([O-])([O-])=O.[Cs+].[Cs+].CC(C1C=C(C(C)C)C(C2C=CC=CC=2P(C2CCCCC2)C2CCCCC2)=C(C(C)C)C=1)C. The catalyst is O1CCOCC1.C1C=CC(/C=C/C(/C=C/C2C=CC=CC=2)=O)=CC=1.C1C=CC(/C=C/C(/C=C/C2C=CC=CC=2)=O)=CC=1.C1C=CC(/C=C/C(/C=C/C2C=CC=CC=2)=O)=CC=1.[Pd].[Pd].CCOC(C)=O. The product is [CH3:18][C:10]1[C:9]([O:8][C:6]2[CH:5]=[CH:4][N:3]=[C:2]([NH:22][C:19](=[O:21])[CH3:20])[CH:7]=2)=[CH:14][CH:13]=[C:12]([N+:15]([O-:17])=[O:16])[N:11]=1. The yield is 0.240. (8) The reactants are O.NN.[Si:4]([O:11][C:12]1[CH:30]=[CH:29][C:15]([CH2:16][O:17][N:18]2C(=O)C3=CC=CC=C3C2=O)=[CH:14][CH:13]=1)([C:7]([CH3:10])([CH3:9])[CH3:8])([CH3:6])[CH3:5].O1CCCC1.C(=O)([O-])[O-].[K+].[K+]. The catalyst is C(O)C. The product is [Si:4]([O:11][C:12]1[CH:13]=[CH:14][C:15]([CH2:16][O:17][NH2:18])=[CH:29][CH:30]=1)([C:7]([CH3:10])([CH3:9])[CH3:8])([CH3:6])[CH3:5]. The yield is 0.950.